Dataset: Full USPTO retrosynthesis dataset with 1.9M reactions from patents (1976-2016). Task: Predict the reactants needed to synthesize the given product. Given the product [Cl:6][C:7]1[CH:13]=[CH:12][CH:11]=[C:10]([Cl:14])[C:8]=1[N+:9]([O-:2])=[O:17], predict the reactants needed to synthesize it. The reactants are: S(=O)(=O)(O)[OH:2].[Cl:6][C:7]1[CH:13]=[CH:12][CH:11]=[C:10]([Cl:14])[C:8]=1[NH2:9].OO.[OH-:17].[K+].